From a dataset of Full USPTO retrosynthesis dataset with 1.9M reactions from patents (1976-2016). Predict the reactants needed to synthesize the given product. (1) Given the product [OH:9][N:8]=[C:18]1[C:17]2[C:40](=[CH:41][CH:42]=[C:15]([NH:14][S:11]([CH3:10])(=[O:13])=[O:12])[CH:16]=2)[O:39][C:20]2([CH2:25][CH2:24][N:23]([CH2:26][CH2:27][O:28][CH2:29][CH2:30][NH:31][C:32](=[O:38])[O:33][C:34]([CH3:35])([CH3:36])[CH3:37])[CH2:22][CH2:21]2)[CH2:19]1, predict the reactants needed to synthesize it. The reactants are: N1C=CC=CC=1.Cl.[NH2:8][OH:9].[CH3:10][S:11]([NH:14][C:15]1[CH:16]=[C:17]2[C:40](=[CH:41][CH:42]=1)[O:39][C:20]1([CH2:25][CH2:24][N:23]([CH2:26][CH2:27][O:28][CH2:29][CH2:30][NH:31][C:32](=[O:38])[O:33][C:34]([CH3:37])([CH3:36])[CH3:35])[CH2:22][CH2:21]1)[CH2:19][C:18]2=O)(=[O:13])=[O:12]. (2) Given the product [CH3:1][C:2]1[CH:12]=[C:11]([CH3:13])[CH:10]=[C:9]([C:14]2[CH:15]=[N:16][CH:17]=[CH:18][CH:19]=2)[C:3]=1[O:4][CH2:5][C:6]([NH:21][NH2:22])=[O:7], predict the reactants needed to synthesize it. The reactants are: [CH3:1][C:2]1[CH:12]=[C:11]([CH3:13])[CH:10]=[C:9]([C:14]2[CH:15]=[N:16][CH:17]=[CH:18][CH:19]=2)[C:3]=1[O:4][CH2:5][C:6]([O-])=[O:7].O.[NH2:21][NH2:22]. (3) Given the product [CH3:23][O:22][C:20](=[O:21])[NH:11][CH2:10][CH:9]([C:5]1[CH:6]=[CH:7][CH:8]=[C:3]([Cl:2])[CH:4]=1)[CH3:12], predict the reactants needed to synthesize it. The reactants are: Cl.[Cl:2][C:3]1[CH:4]=[C:5]([CH2:9][CH2:10][NH2:11])[CH:6]=[CH:7][CH:8]=1.[CH3:12]CN(CC)CC.Cl[C:20]([O:22][CH3:23])=[O:21]. (4) Given the product [F:58][C:59]1[CH:60]=[C:61]([CH2:62][NH:63][C:22]([C:21]2[CH:20]=[N:19][N:12]3[C@H:13]([C:15]([F:18])([F:17])[F:16])[CH2:14][C@H:9]([C:6]4[CH:7]=[CH:8][C:3]([CH2:1][CH3:2])=[CH:4][CH:5]=4)[NH:10][C:11]=23)=[O:24])[CH:64]=[C:65]([F:67])[CH:66]=1, predict the reactants needed to synthesize it. The reactants are: [CH2:1]([C:3]1[CH:8]=[CH:7][C:6]([C@H:9]2[CH2:14][C@@H:13]([C:15]([F:18])([F:17])[F:16])[N:12]3[N:19]=[CH:20][C:21]([C:22]([OH:24])=O)=[C:11]3[NH:10]2)=[CH:5][CH:4]=1)[CH3:2].CN(C(ON1N=NC2C=CC=NC1=2)=[N+](C)C)C.F[P-](F)(F)(F)(F)F.C(N(CC)C(C)C)(C)C.[F:58][C:59]1[CH:60]=[C:61]([CH:64]=[C:65]([F:67])[CH:66]=1)[CH2:62][NH2:63]. (5) Given the product [OH:34][C:35]1[CH:42]=[CH:41][C:38]([CH2:27][N:24]2[CH2:23][CH2:22][CH:21]([N:9]([CH2:8][C:5]3[CH:6]=[CH:7][C:2]([CH3:1])=[CH:3][CH:4]=3)[C:10](=[O:20])[CH2:11][C:12]3[CH:13]=[CH:14][C:15]([O:18][CH3:19])=[CH:16][CH:17]=3)[CH2:26][CH2:25]2)=[CH:37][CH:36]=1, predict the reactants needed to synthesize it. The reactants are: [CH3:1][C:2]1[CH:7]=[CH:6][C:5]([CH2:8][N:9]([CH:21]2[CH2:26][CH2:25][N:24]([C:27](OC(C)(C)C)=O)[CH2:23][CH2:22]2)[C:10](=[O:20])[CH2:11][C:12]2[CH:17]=[CH:16][C:15]([O:18][CH3:19])=[CH:14][CH:13]=2)=[CH:4][CH:3]=1.[OH:34][C:35]1[CH:42]=[CH:41][C:38](C=O)=[CH:37][CH:36]=1.[BH4-].C(OC(=O)C)(=O)C. (6) Given the product [Cl:1][C:2]1[CH:3]=[C:4]([CH:9]=[O:10])[C:5]([N:15]([CH2:14][CH:11]2[CH2:13][CH2:12]2)[CH2:16][CH2:17][CH3:18])=[N:6][CH:7]=1, predict the reactants needed to synthesize it. The reactants are: [Cl:1][C:2]1[CH:3]=[C:4]([CH:9]=[O:10])[C:5](F)=[N:6][CH:7]=1.[CH:11]1([CH2:14][NH:15][CH2:16][CH2:17][CH3:18])[CH2:13][CH2:12]1.C(=O)([O-])[O-].[K+].[K+].C(OCC)(=O)C. (7) Given the product [C:23]([C:9]1[N:8]([CH2:1][C:28]2[CH:33]=[CH:32][CH:31]=[CH:30][CH:29]=2)[C:16]2[C:11]([CH:10]=1)=[C:12]([O:21][CH3:22])[CH:13]=[C:14]1[CH2:20][CH2:19][CH2:18][CH2:17][C:15]=21)(=[O:24])[CH3:38], predict the reactants needed to synthesize it. The reactants are: [CH2:1]([N:8]1[C:16]2[C:11](=[C:12]([O:21][CH3:22])[CH:13]=[C:14]3[CH2:20][CH2:19][CH2:18][CH2:17][C:15]3=2)[CH:10]=[C:9]1[C:23](OCC)=[O:24])C1C=CC=CC=1.[C:28]1(C)[CH:33]=[CH:32][CH:31]=[CH:30][CH:29]=1.[OH-].[Na+].O1CCC[CH2:38]1. (8) Given the product [C:33]([C:37]1[CH:38]=[CH:39][C:40]([C:41]([NH:1][C:2]2[CH:7]=[CH:6][CH:5]=[C:4]([C:8]3[CH:13]=[CH:12][N:11]=[C:10]4[NH:14][C:15]([C:17]5[CH:18]=[CH:19][C:20]([C:23]([N:25]6[CH2:30][CH2:29][O:28][CH2:27][CH2:26]6)=[O:24])=[CH:21][CH:22]=5)=[N:16][C:9]=34)[C:3]=2[CH2:31][OH:32])=[O:42])=[CH:44][CH:45]=1)([CH3:36])([CH3:34])[CH3:35], predict the reactants needed to synthesize it. The reactants are: [NH2:1][C:2]1[CH:7]=[CH:6][CH:5]=[C:4]([C:8]2[CH:13]=[CH:12][N:11]=[C:10]3[NH:14][C:15]([C:17]4[CH:22]=[CH:21][C:20]([C:23]([N:25]5[CH2:30][CH2:29][O:28][CH2:27][CH2:26]5)=[O:24])=[CH:19][CH:18]=4)=[N:16][C:9]=23)[C:3]=1[CH2:31][OH:32].[C:33]([C:37]1[CH:45]=[CH:44][C:40]([C:41](O)=[O:42])=[CH:39][CH:38]=1)([CH3:36])([CH3:35])[CH3:34].C1C=CC2N(O)N=NC=2C=1.CCN=C=NCCCN(C)C.CCN(C(C)C)C(C)C. (9) Given the product [OH:51][C@H:29]([CH2:30][O:31][C:32]1[CH:37]=[CH:36][C:35]([OH:38])=[C:34]([NH:46][S:47]([CH3:50])(=[O:49])=[O:48])[CH:33]=1)[CH2:28][NH:8][C@H:9]1[CH2:14][CH2:13][C@H:12]([C:15]2[CH:27]=[CH:26][C:18]([O:19][CH2:20][C:21]([O:23][CH2:24][CH3:25])=[O:22])=[CH:17][CH:16]=2)[CH2:11][CH2:10]1, predict the reactants needed to synthesize it. The reactants are: C([N:8]([CH2:28][C@H:29]([OH:51])[CH2:30][O:31][C:32]1[CH:37]=[CH:36][C:35]([O:38]CC2C=CC=CC=2)=[C:34]([NH:46][S:47]([CH3:50])(=[O:49])=[O:48])[CH:33]=1)[C@H:9]1[CH2:14][CH2:13][C@H:12]([C:15]2[CH:27]=[CH:26][C:18]([O:19][CH2:20][C:21]([O:23][CH2:24][CH3:25])=[O:22])=[CH:17][CH:16]=2)[CH2:11][CH2:10]1)C1C=CC=CC=1.